Dataset: Forward reaction prediction with 1.9M reactions from USPTO patents (1976-2016). Task: Predict the product of the given reaction. (1) Given the reactants [Cl:1][C:2]1[N:11]=[C:10]([C:12]2[CH:13]=[C:14]([NH:18]C(=O)OC(C)(C)C)[CH:15]=[CH:16][CH:17]=2)[C:9]2[C:4](=[CH:5][C:6]([O:28][CH3:29])=[C:7]([O:26][CH3:27])[CH:8]=2)[N:3]=1.FC(F)(F)C(O)=O.[OH-].[Na+], predict the reaction product. The product is: [Cl:1][C:2]1[N:11]=[C:10]([C:12]2[CH:13]=[C:14]([NH2:18])[CH:15]=[CH:16][CH:17]=2)[C:9]2[C:4](=[CH:5][C:6]([O:28][CH3:29])=[C:7]([O:26][CH3:27])[CH:8]=2)[N:3]=1. (2) Given the reactants [CH3:1][C:2]1[C:16](=[O:17])[N:15]=[C:14]2[N:4]([C@@H:5]3[O:9][C@H:8]([CH2:10][OH:11])[C@@H:7]([OH:12])[C@@H:6]3[O:13]2)[CH:3]=1.B(OC)(OC)[O:19][CH3:20], predict the reaction product. The product is: [CH3:20][O:19][C@@H:6]1[C@H:7]([OH:12])[C@@H:8]([CH2:10][OH:11])[O:9][C@H:5]1[N:4]1[CH:3]=[C:2]([CH3:1])[C:16](=[O:17])[NH:15][C:14]1=[O:13]. (3) Given the reactants [NH2:1][C:2]1[CH:6]=[CH:5][S:4][C:3]=1[C:7]([O:9][CH3:10])=[O:8].[Cl:11][C:12]1[CH:17]=[C:16]([O:18][C:19]([F:22])([F:21])[F:20])[CH:15]=[CH:14][C:13]=1[S:23](Cl)(=[O:25])=[O:24], predict the reaction product. The product is: [Cl:11][C:12]1[CH:17]=[C:16]([O:18][C:19]([F:21])([F:20])[F:22])[CH:15]=[CH:14][C:13]=1[S:23]([NH:1][C:2]1[CH:6]=[CH:5][S:4][C:3]=1[C:7]([O:9][CH3:10])=[O:8])(=[O:25])=[O:24].